This data is from Full USPTO retrosynthesis dataset with 1.9M reactions from patents (1976-2016). The task is: Predict the reactants needed to synthesize the given product. (1) Given the product [NH:33]1[CH2:32][CH:31]([O:30][CH2:29][C:25]2[CH:24]=[CH:23][C:22]([NH:21][C:5]3[S:6][C:7]([C:9]4[C:10]([F:20])=[CH:11][C:12]([C:16]([OH:19])([CH3:18])[CH3:17])=[CH:13][C:14]=4[F:15])=[CH:8][C:4]=3[C:2]([NH2:1])=[O:3])=[N:27][C:26]=2[CH3:28])[CH2:34]1, predict the reactants needed to synthesize it. The reactants are: [NH2:1][C:2]([C:4]1[CH:8]=[C:7]([C:9]2[C:14]([F:15])=[CH:13][C:12]([C:16]([OH:19])([CH3:18])[CH3:17])=[CH:11][C:10]=2[F:20])[S:6][C:5]=1[NH:21][C:22]1[N:27]=[C:26]([CH3:28])[C:25]([CH2:29][O:30][CH:31]2[CH2:34][N:33](C(OC(C)(C)C)=O)[CH2:32]2)=[CH:24][CH:23]=1)=[O:3].Cl.[OH-].[Na+]. (2) Given the product [N:1]1[CH:6]=[CH:5][CH:4]=[CH:3][C:2]=1[NH:7][C:8]([NH:13][CH2:14][CH2:15][CH2:16][CH2:17][NH:18][C:19](=[O:25])[O:20][C:21]([CH3:23])([CH3:22])[CH3:24])=[S:12], predict the reactants needed to synthesize it. The reactants are: [N:1]1[CH:6]=[CH:5][CH:4]=[CH:3][C:2]=1[NH:7][C:8](=[S:12])SCC.[NH2:13][CH2:14][CH2:15][CH2:16][CH2:17][NH:18][C:19](=[O:25])[O:20][C:21]([CH3:24])([CH3:23])[CH3:22].